From a dataset of NCI-60 drug combinations with 297,098 pairs across 59 cell lines. Regression. Given two drug SMILES strings and cell line genomic features, predict the synergy score measuring deviation from expected non-interaction effect. (1) Drug 1: CC1=C2C(C(=O)C3(C(CC4C(C3C(C(C2(C)C)(CC1OC(=O)C(C(C5=CC=CC=C5)NC(=O)OC(C)(C)C)O)O)OC(=O)C6=CC=CC=C6)(CO4)OC(=O)C)O)C)O. Drug 2: C#CCC(CC1=CN=C2C(=N1)C(=NC(=N2)N)N)C3=CC=C(C=C3)C(=O)NC(CCC(=O)O)C(=O)O. Cell line: UACC-257. Synergy scores: CSS=69.3, Synergy_ZIP=6.68, Synergy_Bliss=2.10, Synergy_Loewe=-23.3, Synergy_HSA=1.53. (2) Drug 1: CC12CCC(CC1=CCC3C2CCC4(C3CC=C4C5=CN=CC=C5)C)O. Drug 2: C1CCC(C(C1)N)N.C(=O)(C(=O)[O-])[O-].[Pt+4]. Cell line: HS 578T. Synergy scores: CSS=10.0, Synergy_ZIP=5.60, Synergy_Bliss=14.5, Synergy_Loewe=10.3, Synergy_HSA=11.0. (3) Drug 1: CN(CC1=CN=C2C(=N1)C(=NC(=N2)N)N)C3=CC=C(C=C3)C(=O)NC(CCC(=O)O)C(=O)O. Drug 2: CC(C)NC(=O)C1=CC=C(C=C1)CNNC.Cl. Cell line: CCRF-CEM. Synergy scores: CSS=33.3, Synergy_ZIP=-2.06, Synergy_Bliss=-7.47, Synergy_Loewe=-42.3, Synergy_HSA=-8.31. (4) Drug 1: C1=CC(=CC=C1CCCC(=O)O)N(CCCl)CCCl. Drug 2: C1CC(C1)(C(=O)O)C(=O)O.[NH2-].[NH2-].[Pt+2]. Cell line: HCT-15. Synergy scores: CSS=22.5, Synergy_ZIP=-9.38, Synergy_Bliss=-7.20, Synergy_Loewe=-10.4, Synergy_HSA=-6.85. (5) Drug 1: CC1=C2C(C(=O)C3(C(CC4C(C3C(C(C2(C)C)(CC1OC(=O)C(C(C5=CC=CC=C5)NC(=O)C6=CC=CC=C6)O)O)OC(=O)C7=CC=CC=C7)(CO4)OC(=O)C)O)C)OC(=O)C. Drug 2: C1CN(CCN1C(=O)CCBr)C(=O)CCBr. Cell line: NCI-H522. Synergy scores: CSS=55.2, Synergy_ZIP=-11.2, Synergy_Bliss=-14.1, Synergy_Loewe=-7.35, Synergy_HSA=-7.66. (6) Drug 1: COC1=C(C=C2C(=C1)N=CN=C2NC3=CC(=C(C=C3)F)Cl)OCCCN4CCOCC4. Drug 2: CCN(CC)CCNC(=O)C1=C(NC(=C1C)C=C2C3=C(C=CC(=C3)F)NC2=O)C. Cell line: HS 578T. Synergy scores: CSS=13.3, Synergy_ZIP=1.37, Synergy_Bliss=3.54, Synergy_Loewe=-0.0106, Synergy_HSA=0.463. (7) Drug 1: CC12CCC(CC1=CCC3C2CCC4(C3CC=C4C5=CN=CC=C5)C)O. Drug 2: C1C(C(OC1N2C=NC3=C2NC=NCC3O)CO)O. Cell line: MOLT-4. Synergy scores: CSS=15.5, Synergy_ZIP=-1.32, Synergy_Bliss=5.62, Synergy_Loewe=3.68, Synergy_HSA=5.22. (8) Drug 2: CC1C(C(=O)NC(C(=O)N2CCCC2C(=O)N(CC(=O)N(C(C(=O)O1)C(C)C)C)C)C(C)C)NC(=O)C3=C4C(=C(C=C3)C)OC5=C(C(=O)C(=C(C5=N4)C(=O)NC6C(OC(=O)C(N(C(=O)CN(C(=O)C7CCCN7C(=O)C(NC6=O)C(C)C)C)C)C(C)C)C)N)C. Drug 1: C1=CC(=CC=C1CC(C(=O)O)N)N(CCCl)CCCl.Cl. Synergy scores: CSS=26.2, Synergy_ZIP=4.82, Synergy_Bliss=10.2, Synergy_Loewe=6.29, Synergy_HSA=6.30. Cell line: K-562. (9) Drug 1: C#CCC(CC1=CN=C2C(=N1)C(=NC(=N2)N)N)C3=CC=C(C=C3)C(=O)NC(CCC(=O)O)C(=O)O. Drug 2: C(CC(=O)O)C(=O)CN.Cl. Cell line: SF-268. Synergy scores: CSS=8.76, Synergy_ZIP=-1.60, Synergy_Bliss=1.91, Synergy_Loewe=2.23, Synergy_HSA=1.47. (10) Drug 1: CC1=C(C=C(C=C1)NC(=O)C2=CC=C(C=C2)CN3CCN(CC3)C)NC4=NC=CC(=N4)C5=CN=CC=C5. Drug 2: CCC1=C2CN3C(=CC4=C(C3=O)COC(=O)C4(CC)O)C2=NC5=C1C=C(C=C5)O. Cell line: K-562. Synergy scores: CSS=58.5, Synergy_ZIP=0.839, Synergy_Bliss=1.79, Synergy_Loewe=-1.69, Synergy_HSA=-0.928.